Dataset: NCI-60 drug combinations with 297,098 pairs across 59 cell lines. Task: Regression. Given two drug SMILES strings and cell line genomic features, predict the synergy score measuring deviation from expected non-interaction effect. (1) Drug 1: C1=CC(=CC=C1CC(C(=O)O)N)N(CCCl)CCCl.Cl. Synergy scores: CSS=8.25, Synergy_ZIP=-3.54, Synergy_Bliss=0.676, Synergy_Loewe=-5.47, Synergy_HSA=-1.62. Cell line: MCF7. Drug 2: CC(C)CN1C=NC2=C1C3=CC=CC=C3N=C2N. (2) Drug 1: C1=NC2=C(N1)C(=S)N=C(N2)N. Drug 2: CN1C(=O)N2C=NC(=C2N=N1)C(=O)N. Cell line: SN12C. Synergy scores: CSS=26.2, Synergy_ZIP=-7.11, Synergy_Bliss=-0.346, Synergy_Loewe=-20.7, Synergy_HSA=0.0232.